Dataset: Full USPTO retrosynthesis dataset with 1.9M reactions from patents (1976-2016). Task: Predict the reactants needed to synthesize the given product. (1) Given the product [F:14][C:13]([F:16])([F:15])[C:9]1[CH:8]=[C:7]([C:5]2[CH:4]=[CH:3][NH:2][N:21]=2)[CH:12]=[CH:11][CH:10]=1, predict the reactants needed to synthesize it. The reactants are: C[N:2](C)/[CH:3]=[CH:4]/[C:5]([C:7]1[CH:12]=[CH:11][CH:10]=[C:9]([C:13]([F:16])([F:15])[F:14])[CH:8]=1)=O.C(O)C.[NH2:21]N. (2) Given the product [CH2:1]([C:3]1[N:7]([C:8]2[N:16]=[C:15]3[C:11]([N:12]=[C:13]([CH2:18][N:30]4[CH2:31][CH:32]([N:34]5[CH2:39][CH2:38][NH:37][C:36](=[O:40])[CH2:35]5)[CH2:33]4)[N:14]3[CH3:17])=[C:10]([N:20]3[CH2:25][CH2:24][O:23][CH2:22][CH2:21]3)[N:9]=2)[C:6]2[CH:26]=[CH:27][CH:28]=[CH:29][C:5]=2[N:4]=1)[CH3:2], predict the reactants needed to synthesize it. The reactants are: [CH2:1]([C:3]1[N:7]([C:8]2[N:16]=[C:15]3[C:11]([N:12]=[C:13]([CH:18]=O)[N:14]3[CH3:17])=[C:10]([N:20]3[CH2:25][CH2:24][O:23][CH2:22][CH2:21]3)[N:9]=2)[C:6]2[CH:26]=[CH:27][CH:28]=[CH:29][C:5]=2[N:4]=1)[CH3:2].[NH:30]1[CH2:33][CH:32]([N:34]2[CH2:39][CH2:38][NH:37][C:36](=[O:40])[CH2:35]2)[CH2:31]1.ClCCCl.C(O[BH-](OC(=O)C)OC(=O)C)(=O)C.[Na+]. (3) Given the product [NH:1]1[C:5]2[CH:6]=[CH:7][CH:8]=[CH:9][C:4]=2[N:3]=[C:2]1[CH:10]([NH:20][C:21]([NH:43][CH2:42][C:35]1[N:36]2[CH:41]=[CH:40][CH:39]=[CH:38][C:37]2=[N:33][CH:34]=1)=[O:22])[CH2:11][C:12]1[CH:17]=[CH:16][C:15]([O:18][CH3:19])=[CH:14][CH:13]=1, predict the reactants needed to synthesize it. The reactants are: [NH:1]1[C:5]2[CH:6]=[CH:7][CH:8]=[CH:9][C:4]=2[N:3]=[C:2]1[CH:10]([NH:20][C:21](NCC1C=CC=CC=1OC)=[O:22])[CH2:11][C:12]1[CH:17]=[CH:16][C:15]([O:18][CH3:19])=[CH:14][CH:13]=1.[N:33]1[CH:34]=[C:35]([CH2:42][NH2:43])[N:36]2[CH:41]=[CH:40][CH:39]=[CH:38][C:37]=12.C(O)(C(F)(F)F)=O. (4) Given the product [CH3:1][C@H:2]([NH2:10])[CH2:3][C:4]1[CH:5]=[CH:6][CH:7]=[CH:8][CH:9]=1, predict the reactants needed to synthesize it. The reactants are: [CH3:1][C@H:2]([NH2:10])[CH2:3][C:4]1[CH:9]=[CH:8][CH:7]=[CH:6][CH:5]=1.[CH3:1][C@H:2]([NH2:10])[CH2:3][C:4]1[CH:9]=[CH:8][CH:7]=[CH:6][CH:5]=1.OS(O)(=O)=O. (5) The reactants are: C(OC(=O)[N:7]([CH:13]([CH3:35])[C:14]#[C:15][C:16]1[S:20][C:19]([O:21][C:22]2[CH:27]=[CH:26][C:25]([O:28][C:29]3[CH:34]=[CH:33][CH:32]=[CH:31][CH:30]=3)=[CH:24][CH:23]=2)=[N:18][CH:17]=1)[C:8]1[S:9][CH:10]=[CH:11][N:12]=1)(C)(C)C.C(O)(C(F)(F)F)=O. Given the product [CH3:35][CH:13]([NH:7][C:8]1[S:9][CH:10]=[CH:11][N:12]=1)[C:14]#[C:15][C:16]1[S:20][C:19]([O:21][C:22]2[CH:27]=[CH:26][C:25]([O:28][C:29]3[CH:34]=[CH:33][CH:32]=[CH:31][CH:30]=3)=[CH:24][CH:23]=2)=[N:18][CH:17]=1, predict the reactants needed to synthesize it. (6) The reactants are: [Cl:1][CH2:2][C:3]1[CH:11]=[CH:10][C:6]([C:7]([OH:9])=O)=[CH:5][CH:4]=1.Cl.[NH2:13][CH2:14][CH2:15][CH2:16][C:17]([O:19][CH2:20][CH3:21])=[O:18]. Given the product [Cl:1][CH2:2][C:3]1[CH:4]=[CH:5][C:6]([C:7]([NH:13][CH2:14][CH2:15][CH2:16][C:17]([O:19][CH2:20][CH3:21])=[O:18])=[O:9])=[CH:10][CH:11]=1, predict the reactants needed to synthesize it.